Dataset: Forward reaction prediction with 1.9M reactions from USPTO patents (1976-2016). Task: Predict the product of the given reaction. (1) Given the reactants [F:1][C:2]1[CH:7]=[CH:6][CH:5]=[CH:4][C:3]=1[C:8]1[NH:12][CH:11]=[C:10]([CH:13]=[O:14])[CH:9]=1.C(N(C(C)C)CC)(C)C.[N:24]1[CH:29]=[CH:28][CH:27]=[C:26]([S:30](Cl)(=[O:32])=[O:31])[CH:25]=1.Cl, predict the reaction product. The product is: [F:1][C:2]1[CH:7]=[CH:6][CH:5]=[CH:4][C:3]=1[C:8]1[N:12]([S:30]([C:26]2[CH:25]=[N:24][CH:29]=[CH:28][CH:27]=2)(=[O:32])=[O:31])[CH:11]=[C:10]([CH:13]=[O:14])[CH:9]=1. (2) The product is: [CH3:17][N:18]([CH3:20])[CH:19]=[CH:10][C:7]1[CH:8]=[CH:9][C:4]([C:3]([NH:2][CH3:1])=[O:14])=[CH:5][C:6]=1[N+:11]([O-:13])=[O:12]. Given the reactants [CH3:1][NH:2][C:3](=[O:14])[C:4]1[CH:9]=[CH:8][C:7]([CH3:10])=[C:6]([N+:11]([O-:13])=[O:12])[CH:5]=1.CO[CH:17](OC)[N:18]([CH3:20])[CH3:19], predict the reaction product. (3) Given the reactants [S:1]1[CH:5]=[CH:4][CH:3]=[C:2]1[CH:6]=O.[CH3:8][O:9][CH2:10][CH2:11][NH2:12].[C:13]1(=[O:24])[O:19][C:17](=O)[C:16]2=[CH:20][CH:21]=[CH:22][CH:23]=[C:15]2[CH2:14]1.[S:25]1[C:29]2[CH:30]=[CH:31][C:32]([NH2:34])=[CH:33][C:28]=2[N:27]=[CH:26]1, predict the reaction product. The product is: [S:25]1[C:29]2[CH:30]=[CH:31][C:32]([NH:34][C:13]([CH:14]3[C:15]4[C:16](=[CH:20][CH:21]=[CH:22][CH:23]=4)[C:17](=[O:19])[N:12]([CH2:11][CH2:10][O:9][CH3:8])[CH:6]3[C:2]3[S:1][CH:5]=[CH:4][CH:3]=3)=[O:24])=[CH:33][C:28]=2[N:27]=[CH:26]1. (4) Given the reactants [C:1]([C:5]1[NH:6][C:7]2[C:12]([CH:13]=1)=[CH:11][CH:10]=[C:9]([OH:14])[CH:8]=2)([CH3:4])([CH3:3])[CH3:2].C(=O)([O-])[O-].[K+].[K+].[CH2:21](I)[CH3:22].O, predict the reaction product. The product is: [C:1]([C:5]1[NH:6][C:7]2[C:12]([CH:13]=1)=[CH:11][CH:10]=[C:9]([O:14][CH2:21][CH3:22])[CH:8]=2)([CH3:4])([CH3:2])[CH3:3]. (5) The product is: [CH2:9]([N:8]([CH2:11][CH3:12])[C:5]1[CH:6]=[CH:7][C:2]([NH:1][C:56]([C:55]2[CH:54]=[C:53]([CH2:52][CH2:51][CH2:50][O:49][CH2:48][CH2:47][O:46][CH2:45][CH2:44][O:43][CH2:42][CH2:41][O:40][CH2:39][CH2:38][C:37]([O:36][C:34]([CH3:63])([CH3:35])[CH3:33])=[O:62])[CH:61]=[CH:60][CH:59]=2)=[O:57])=[C:3]([C:13]2[CH:14]=[C:15]([C:16](=[O:17])[NH:18][CH2:19][C:20]3[CH:25]=[CH:24][CH:23]=[C:22]([C:26]([F:27])([F:28])[F:29])[CH:21]=3)[CH:30]=[CH:31][N:32]=2)[CH:4]=1)[CH3:10]. Given the reactants [NH2:1][C:2]1[CH:7]=[CH:6][C:5]([N:8]([CH2:11][CH3:12])[CH2:9][CH3:10])=[CH:4][C:3]=1[C:13]1[CH:14]=[C:15]([CH:30]=[CH:31][N:32]=1)[C:16]([NH:18][CH2:19][C:20]1[CH:25]=[CH:24][CH:23]=[C:22]([C:26]([F:29])([F:28])[F:27])[CH:21]=1)=[O:17].[CH3:33][C:34]([CH3:63])([O:36][C:37](=[O:62])[CH2:38][CH2:39][O:40][CH2:41][CH2:42][O:43][CH2:44][CH2:45][O:46][CH2:47][CH2:48][O:49][CH2:50][CH2:51][CH2:52][C:53]1[CH:54]=[C:55]([CH:59]=[CH:60][CH:61]=1)[C:56](O)=[O:57])[CH3:35].CCN(C(C)C)C(C)C.CN(C(ON1N=NC2C=CC=NC1=2)=[N+](C)C)C.F[P-](F)(F)(F)(F)F, predict the reaction product. (6) Given the reactants N[CH2:2][C:3]1[CH:4]=[C:5]([C:9]2[CH:10]=[C:11]([C:19]([NH:21][C:22]3[CH:23]=[C:24](/[CH:29]=[CH:30]/[C:31]([O:33]CC)=[O:32])[CH:25]=[CH:26][C:27]=3[F:28])=[O:20])[C:12]3[C:17]([CH:18]=2)=[CH:16][CH:15]=[CH:14][CH:13]=3)[CH:6]=[CH:7][CH:8]=1.C(OC(=O)C)(=[O:38])C.N1C=CC=CC=1.[C:49](#[N:51])[CH3:50], predict the reaction product. The product is: [C:49]([NH:51][CH2:2][C:3]1[CH:4]=[C:5]([C:9]2[CH:10]=[C:11]([C:19]([NH:21][C:22]3[CH:23]=[C:24]([CH:29]=[CH:30][C:31]([OH:33])=[O:32])[CH:25]=[CH:26][C:27]=3[F:28])=[O:20])[C:12]3[C:17]([CH:18]=2)=[CH:16][CH:15]=[CH:14][CH:13]=3)[CH:6]=[CH:7][CH:8]=1)(=[O:38])[CH3:50]. (7) Given the reactants [CH:1]1[C:14]2[C:13](=[O:15])[C:12]3[C:7](=[CH:8][CH:9]=[CH:10][CH:11]=3)[S:6][C:5]=2[CH:4]=[CH:3][C:2]=1[C:16]([OH:18])=[O:17].[CH2:19](O)[CH2:20][CH3:21].S(=O)(=O)(O)O, predict the reaction product. The product is: [CH:1]1[C:14]2[C:13](=[O:15])[C:12]3[C:7](=[CH:8][CH:9]=[CH:10][CH:11]=3)[S:6][C:5]=2[CH:4]=[CH:3][C:2]=1[C:16]([O:18][CH2:19][CH2:20][CH3:21])=[O:17].